From a dataset of Full USPTO retrosynthesis dataset with 1.9M reactions from patents (1976-2016). Predict the reactants needed to synthesize the given product. (1) Given the product [N:1]1[CH:6]=[CH:5][CH:4]=[C:3]([CH2:7][CH2:8][CH2:9][NH2:10])[CH:2]=1, predict the reactants needed to synthesize it. The reactants are: [N:1]1[CH:6]=[CH:5][CH:4]=[C:3]([CH2:7][CH2:8][CH2:9][NH:10]C(=O)OC(C)(C)C)[CH:2]=1.C(O)(C(F)(F)F)=O. (2) Given the product [CH2:1]([N:3]1[C:11]2[C:6](=[C:7]([NH2:12])[CH:8]=[CH:9][CH:10]=2)[C:5]([C:15]2[CH:16]=[CH:17][C:18]([CH3:21])=[CH:19][CH:20]=2)=[CH:4]1)[CH3:2], predict the reactants needed to synthesize it. The reactants are: [CH2:1]([N:3]1[C:11]2[C:6](=[C:7]([N+:12]([O-])=O)[CH:8]=[CH:9][CH:10]=2)[C:5]([C:15]2[CH:20]=[CH:19][C:18]([CH3:21])=[CH:17][CH:16]=2)=[CH:4]1)[CH3:2]. (3) Given the product [N:37]([C:23]1[N:22]=[C:21]([C:3]2[CH:4]=[C:5]([NH:8][C:9](=[O:20])[C:10]3[CH:15]=[CH:14][CH:13]=[C:12]([C:16]([F:19])([F:17])[F:18])[CH:11]=3)[CH:6]=[CH:7][C:2]=2[CH3:1])[CH:26]=[C:25]([N:27]2[CH2:32][CH2:31][O:30][CH2:29][CH2:28]2)[N:24]=1)=[N+:38]=[N-:39], predict the reactants needed to synthesize it. The reactants are: [CH3:1][C:2]1[CH:7]=[CH:6][C:5]([NH:8][C:9](=[O:20])[C:10]2[CH:15]=[CH:14][CH:13]=[C:12]([C:16]([F:19])([F:18])[F:17])[CH:11]=2)=[CH:4][C:3]=1[C:21]1[CH:26]=[C:25]([N:27]2[CH2:32][CH2:31][O:30][CH2:29][CH2:28]2)[N:24]=[C:23](S(C)(=O)=O)[N:22]=1.[N-:37]=[N+:38]=[N-:39].[Na+]. (4) Given the product [NH2:10][CH2:9][C@H:8]([NH:21][C:22]1[S:23][C:24]([C:27]2[CH:32]=[CH:31][C:30]3[CH:33]=[N:34][CH:35]=[C:36]([CH:37]=[CH2:38])[C:29]=3[N:28]=2)=[N:25][N:26]=1)[CH2:7][C:1]1[CH:6]=[CH:5][CH:4]=[CH:3][CH:2]=1, predict the reactants needed to synthesize it. The reactants are: [C:1]1([CH2:7][C@@H:8]([NH:21][C:22]2[S:23][C:24]([C:27]3[CH:32]=[CH:31][C:30]4[CH:33]=[N:34][CH:35]=[C:36]([CH:37]=[CH2:38])[C:29]=4[N:28]=3)=[N:25][N:26]=2)[CH2:9][N:10]2C(=O)C3C=CC=CC=3C2=O)[CH:6]=[CH:5][CH:4]=[CH:3][CH:2]=1.CNN. (5) Given the product [F:1][C:2]1[CH:7]=[C:6]([CH2:8][S:9]([CH3:12])(=[O:10])=[O:11])[CH:5]=[CH:4][C:3]=1[C:13]1[CH:14]=[C:15]2[CH2:21][CH:20]([CH:22]3[CH2:23][CH2:24][N:25]([C:28]4[N:29]=[C:32]([CH2:33][CH2:34][CH3:35])[O:31][N:30]=4)[CH2:26][CH2:27]3)[O:19][C:16]2=[CH:17][N:18]=1, predict the reactants needed to synthesize it. The reactants are: [F:1][C:2]1[CH:7]=[C:6]([CH2:8][S:9]([CH3:12])(=[O:11])=[O:10])[CH:5]=[CH:4][C:3]=1[C:13]1[CH:14]=[C:15]2[CH2:21][CH:20]([CH:22]3[CH2:27][CH2:26][N:25]([C:28]([NH:30][OH:31])=[NH:29])[CH2:24][CH2:23]3)[O:19][C:16]2=[CH:17][N:18]=1.[C:32](Cl)(=O)[CH2:33][CH2:34][CH3:35].